This data is from Reaction yield outcomes from USPTO patents with 853,638 reactions. The task is: Predict the reaction yield, written as a fraction of the theoretical maximum amount of product (1.0 means a 100% yield; for example, 0.34 means a 34% yield). The reactants are [Si:1]([O:8][CH2:9][CH:10]=O)([C:4]([CH3:7])([CH3:6])[CH3:5])([CH3:3])[CH3:2].[CH3:12][C:13]([S@:16]([NH2:18])=[O:17])([CH3:15])[CH3:14]. The catalyst is C(Cl)Cl.[O-]S([O-])(=O)=O.[Cu+2]. The product is [Si:1]([O:8][CH2:9]/[CH:10]=[N:18]/[S@@:16]([C:13]([CH3:15])([CH3:14])[CH3:12])=[O:17])([C:4]([CH3:7])([CH3:6])[CH3:5])([CH3:3])[CH3:2]. The yield is 0.730.